Dataset: Full USPTO retrosynthesis dataset with 1.9M reactions from patents (1976-2016). Task: Predict the reactants needed to synthesize the given product. The reactants are: [NH2:1][C:2]1[C:3]([CH3:13])=[C:4]([CH:9]=[C:10]([Cl:12])[CH:11]=1)[C:5]([O:7][CH3:8])=[O:6].CC(O)=O.[C:18]([N:25]1[CH2:30][CH2:29][CH2:28][CH2:27][C:26]1=O)([O:20][C:21]([CH3:24])([CH3:23])[CH3:22])=[O:19].C(O[BH-](OC(=O)C)OC(=O)C)(=O)C.[Na+].C([O-])(O)=O.[Na+]. Given the product [Cl:12][C:10]1[CH:9]=[C:4]([C:5]([O:7][CH3:8])=[O:6])[C:3]([CH3:13])=[C:2]([NH:1][CH:28]2[CH2:29][CH2:30][N:25]([C:18]([O:20][C:21]([CH3:24])([CH3:23])[CH3:22])=[O:19])[CH2:26][CH2:27]2)[CH:11]=1, predict the reactants needed to synthesize it.